Dataset: Experimentally validated miRNA-target interactions with 360,000+ pairs, plus equal number of negative samples. Task: Binary Classification. Given a miRNA mature sequence and a target amino acid sequence, predict their likelihood of interaction. The miRNA is mmu-miR-1932 with sequence GUUGCGGACAGCGCUAGGUCGG. The protein sequence of the target gene is MTGLCGYSAPDMRGLRLIMIPVELLLCYLLLHPVDATSYGKQTNVLMHFPLSLESQTPSSDPLSCQFLHPKSLPGFSHMAPLPKFLVSLALRNALEEAGCQADVWALQLQLYRQGGVNATQVLIQHLRGLQKGRSTERNVSVEALASALQLLAREQQSTGRVGRSLPTEDCENEKEQAVHNVVQLLPGVGTFYNLGTALYYATQNCLGKARERGRDGAIDLGYDLLMTMAGMSGGPMGLAISAALKPALRSGVQQLIQYYQDQKDANISQPETTKEGLRAISDVSDLEETTTLASFISEV.... Result: 0 (no interaction).